This data is from Catalyst prediction with 721,799 reactions and 888 catalyst types from USPTO. The task is: Predict which catalyst facilitates the given reaction. (1) Reactant: [N+:1]([C:4]1[N:5]=[CH:6][NH:7][CH:8]=1)([O-:3])=[O:2].Br[CH2:10][CH2:11][C:12]1[CH:16]=[CH:15][S:14][CH:13]=1.CN1C=C([N+]([O-])=O)N=C1. Product: [N+:1]([C:4]1[N:5]=[CH:6][N:7]([CH2:10][CH2:11][C:12]2[CH:16]=[CH:15][S:14][CH:13]=2)[CH:8]=1)([O-:3])=[O:2]. The catalyst class is: 25. (2) Reactant: C([O:4][C@H:5]1[C@@H:22]([O:23][C:24](=[O:31])[C:25]2[CH:30]=[CH:29][CH:28]=[CH:27][CH:26]=2)[C@H:21]([O:32][CH2:33][C:34]2[CH:39]=[CH:38][C:37]([Br:40])=[CH:36][CH:35]=2)[C@@H:20]([C@H:41]([CH2:50][O:51][C:52](=[O:59])[C:53]2[CH:58]=[CH:57][CH:56]=[CH:55][CH:54]=2)[O:42][CH2:43][C:44]2[CH:49]=[CH:48][CH:47]=[CH:46][CH:45]=2)[O:19][CH:6]1[S:7][C:8]1[CH:13]=[C:12]([C:14]([CH3:17])([CH3:16])[CH3:15])[CH:11]=[CH:10][C:9]=1[CH3:18])(=O)C.C(Cl)(=O)C. Product: [C:24]([O:23][C@H:22]1[C@H:21]([O:32][CH2:33][C:34]2[CH:39]=[CH:38][C:37]([Br:40])=[CH:36][CH:35]=2)[C@@H:20]([C@H:41]([CH2:50][O:51][C:52](=[O:59])[C:53]2[CH:58]=[CH:57][CH:56]=[CH:55][CH:54]=2)[O:42][CH2:43][C:44]2[CH:45]=[CH:46][CH:47]=[CH:48][CH:49]=2)[O:19][CH:6]([S:7][C:8]2[CH:13]=[C:12]([C:14]([CH3:16])([CH3:17])[CH3:15])[CH:11]=[CH:10][C:9]=2[CH3:18])[C@H:5]1[OH:4])(=[O:31])[C:25]1[CH:26]=[CH:27][CH:28]=[CH:29][CH:30]=1. The catalyst class is: 100. (3) Reactant: [NH2:1][C@@H:2]1[CH2:7][CH2:6][CH2:5][CH2:4][C@@H:3]1[NH:8][C:9]([C:11]1[N:12]=[C:13]([C:24]2[CH:29]=[CH:28][C:27]([Cl:30])=[CH:26][C:25]=2[Cl:31])[N:14]([C:17]2[CH:22]=[CH:21][C:20]([OH:23])=[CH:19][CH:18]=2)[C:15]=1[CH3:16])=[O:10].[CH3:32][C:33]([Si:36](Cl)([CH3:38])[CH3:37])([CH3:35])[CH3:34].O. Product: [NH2:1][C@@H:2]1[CH2:7][CH2:6][CH2:5][CH2:4][C@@H:3]1[NH:8][C:9]([C:11]1[N:12]=[C:13]([C:24]2[CH:29]=[CH:28][C:27]([Cl:30])=[CH:26][C:25]=2[Cl:31])[N:14]([C:17]2[CH:18]=[CH:19][C:20]([O:23][Si:36]([C:33]([CH3:35])([CH3:34])[CH3:32])([CH3:38])[CH3:37])=[CH:21][CH:22]=2)[C:15]=1[CH3:16])=[O:10]. The catalyst class is: 2. (4) Reactant: [C:1]([C:3]1([NH:6][C:7]([C@H:9]2[CH2:13][C@H:12]([S:14]([C:17]3[CH:22]=[CH:21][C:20](Br)=[CH:19][C:18]=3[C:24]([F:27])([F:26])[F:25])(=[O:16])=[O:15])[CH2:11][C@@H:10]2[O:28][CH3:29])=[O:8])[CH2:5][CH2:4]1)#[N:2].[NH:30]1[CH2:35][CH2:34][O:33][CH2:32][CH2:31]1.C(C1C=CC=C(C(C)(C)C)N=1)(C)(C)C.C([O-])([O-])=O.[Na+].[Na+]. Product: [C:1]([C:3]1([NH:6][C:7]([C@H:9]2[CH2:13][C@H:12]([S:14]([C:17]3[CH:22]=[CH:21][C:20]([N:30]4[CH2:35][CH2:34][O:33][CH2:32][CH2:31]4)=[CH:19][C:18]=3[C:24]([F:27])([F:26])[F:25])(=[O:16])=[O:15])[CH2:11][C@@H:10]2[O:28][CH3:29])=[O:8])[CH2:5][CH2:4]1)#[N:2]. The catalyst class is: 287.